Predict the product of the given reaction. From a dataset of Forward reaction prediction with 1.9M reactions from USPTO patents (1976-2016). (1) Given the reactants [CH:1]([CH:3]1[CH2:8][CH2:7][CH2:6][S:5](=[O:10])(=[O:9])[NH:4]1)=[CH2:2].[CH2:11]([O:18][C:19]1[CH:24]=[C:23](I)[CH:22]=[CH:21][C:20]=1[N:26]1[S:30](=[O:32])(=[O:31])[N:29](CC[Si](C)(C)C)[C:28](=[O:39])[CH2:27]1)[C:12]1[CH:17]=[CH:16][CH:15]=[CH:14][CH:13]=1.C(N(CC)CC)C, predict the reaction product. The product is: [CH2:11]([O:18][C:19]1[CH:24]=[C:23](/[CH:2]=[CH:1]/[CH:3]2[CH2:8][CH2:7][CH2:6][S:5](=[O:10])(=[O:9])[NH:4]2)[CH:22]=[CH:21][C:20]=1[N:26]1[S:30](=[O:32])(=[O:31])[NH:29][C:28](=[O:39])[CH2:27]1)[C:12]1[CH:13]=[CH:14][CH:15]=[CH:16][CH:17]=1. (2) Given the reactants COC1C=CC([C@H]([N:11]2[CH2:15][CH2:14][CH2:13][C@H:12]2[C:16]2[CH:21]=[CH:20][N:19]=[C:18]([N:22]3[C:30]4[C:25](=[CH:26][CH:27]=[CH:28][CH:29]=4)[CH2:24][CH2:23]3)[CH:17]=2)C)=CC=1, predict the reaction product. The product is: [NH:11]1[CH2:15][CH2:14][CH2:13][C@H:12]1[C:16]1[CH:21]=[CH:20][N:19]=[C:18]([N:22]2[C:30]3[C:25](=[CH:26][CH:27]=[CH:28][CH:29]=3)[CH2:24][CH2:23]2)[CH:17]=1. (3) Given the reactants [C:1](=[O:21])(OC1C=CC([N+]([O-])=O)=CC=1)[O:2][CH2:3][CH:4]1[CH2:9][CH2:8][N:7]([CH3:10])[CH2:6][CH2:5]1.CCN(C(C)C)C(C)C.[F:31][C:32]1[CH:37]=[CH:36][C:35]([N:38]2[CH2:43][CH2:42][NH:41][CH2:40][CH2:39]2)=[CH:34][CH:33]=1, predict the reaction product. The product is: [F:31][C:32]1[CH:33]=[CH:34][C:35]([N:38]2[CH2:43][CH2:42][N:41]([C:1]([O:2][CH2:3][CH:4]3[CH2:5][CH2:6][N:7]([CH3:10])[CH2:8][CH2:9]3)=[O:21])[CH2:40][CH2:39]2)=[CH:36][CH:37]=1. (4) Given the reactants [NH:1]1[CH2:6][CH2:5][CH:4]([CH2:7][OH:8])[CH2:3][CH2:2]1.[C:9](O[C:9]([O:11][C:12]([CH3:15])([CH3:14])[CH3:13])=[O:10])([O:11][C:12]([CH3:15])([CH3:14])[CH3:13])=[O:10], predict the reaction product. The product is: [C:12]([O:11][C:9]([N:1]1[CH2:6][CH2:5][CH:4]([CH2:7][OH:8])[CH2:3][CH2:2]1)=[O:10])([CH3:15])([CH3:14])[CH3:13]. (5) Given the reactants ClC(Cl)(O[C:5](=[O:11])OC(Cl)(Cl)Cl)Cl.[O:13]1[CH2:18][CH:17]=[C:16]([C:19]2[N:24]=[C:23]([N:25]3[CH2:30][CH2:29][O:28][CH2:27][CH2:26]3)[N:22]=[C:21]([C:31]3[CH:36]=[CH:35][C:34]([NH2:37])=[CH:33][CH:32]=3)[N:20]=2)[CH2:15][CH2:14]1.[NH2:38][C:39]1[CH:44]=[CH:43][N:42]=[CH:41][CH:40]=1.CCN(CC)CC, predict the reaction product. The product is: [O:13]1[CH2:14][CH:15]=[C:16]([C:19]2[N:24]=[C:23]([N:25]3[CH2:26][CH2:27][O:28][CH2:29][CH2:30]3)[N:22]=[C:21]([C:31]3[CH:36]=[CH:35][C:34]([NH:37][C:5]([NH:38][C:39]4[CH:44]=[CH:43][N:42]=[CH:41][CH:40]=4)=[O:11])=[CH:33][CH:32]=3)[N:20]=2)[CH2:17][CH2:18]1. (6) Given the reactants [O:1]1[C:5]2[CH:6]=[CH:7][C:8]([CH:10]([C:26]3[C:34]4[C:29](=[CH:30][C:31]([C:35]([NH2:37])=O)=[CH:32][CH:33]=4)[N:28]([CH3:38])[CH:27]=3)[C:11]([NH:13][S:14]([C:17]3[CH:22]=[CH:21][C:20]([CH:23]([CH3:25])[CH3:24])=[CH:19][CH:18]=3)(=[O:16])=[O:15])=[O:12])=[CH:9][C:4]=2[O:3][CH2:2]1.O.[NH2:40]N.COC(OC)[N:45]([CH3:47])C, predict the reaction product. The product is: [O:1]1[C:5]2[CH:6]=[CH:7][C:8]([CH:10]([C:26]3[C:34]4[C:29](=[CH:30][C:31]([C:35]5[NH:37][CH:47]=[N:45][N:40]=5)=[CH:32][CH:33]=4)[N:28]([CH3:38])[CH:27]=3)[C:11]([NH:13][S:14]([C:17]3[CH:22]=[CH:21][C:20]([CH:23]([CH3:24])[CH3:25])=[CH:19][CH:18]=3)(=[O:15])=[O:16])=[O:12])=[CH:9][C:4]=2[O:3][CH2:2]1. (7) Given the reactants [C:1]([C:3]1[C:4]([N:22]2[CH2:27][CH2:26][CH:25]([C:28](O)=[O:29])[CH2:24][CH2:23]2)=[N:5][C:6]([CH2:15][N:16]2[CH2:20][CH2:19][CH2:18][C:17]2=[O:21])=[C:7]([C:9]([O:11][CH:12]([CH3:14])[CH3:13])=[O:10])[CH:8]=1)#[N:2].[CH:31]1([CH2:35][S:36]([NH2:39])(=[O:38])=[O:37])[CH2:34][CH2:33][CH2:32]1, predict the reaction product. The product is: [C:1]([C:3]1[C:4]([N:22]2[CH2:27][CH2:26][CH:25]([C:28](=[O:29])[NH:39][S:36]([CH2:35][CH:31]3[CH2:34][CH2:33][CH2:32]3)(=[O:38])=[O:37])[CH2:24][CH2:23]2)=[N:5][C:6]([CH2:15][N:16]2[CH2:20][CH2:19][CH2:18][C:17]2=[O:21])=[C:7]([CH:8]=1)[C:9]([O:11][CH:12]([CH3:14])[CH3:13])=[O:10])#[N:2].